Dataset: Forward reaction prediction with 1.9M reactions from USPTO patents (1976-2016). Task: Predict the product of the given reaction. (1) Given the reactants [CH3:1][O:2][CH2:3][CH2:4][O:5][CH2:6][CH2:7][O:8][CH2:9][CH2:10]I.[P:12]([O:19]CC)([O:16][CH2:17][CH3:18])[O:13][CH2:14][CH3:15], predict the reaction product. The product is: [CH2:14]([O:13][P:12]([CH2:10][CH2:9][O:8][CH2:7][CH2:6][O:5][CH2:4][CH2:3][O:2][CH3:1])(=[O:19])[O:16][CH2:17][CH3:18])[CH3:15]. (2) Given the reactants [Cl:1][C:2]1[CH:10]=[CH:9][C:8]([Cl:11])=[C:7]2[C:3]=1[C:4](=[O:25])[N:5]([CH2:13][CH:14]([C:19]1([CH3:24])OCC[O:20]1)[C:15]([O:17][CH3:18])=[O:16])[C:6]2=[O:12].O.C1(C)C=CC(S(O)(=O)=O)=CC=1, predict the reaction product. The product is: [Cl:11][C:8]1[CH:9]=[CH:10][C:2]([Cl:1])=[C:3]2[C:7]=1[C:6](=[O:12])[N:5]([CH2:13][CH:14]([C:19](=[O:20])[CH3:24])[C:15]([O:17][CH3:18])=[O:16])[C:4]2=[O:25]. (3) Given the reactants CN(C(ON1N=NC2C=CC=NC1=2)=[N+](C)C)C.F[P-](F)(F)(F)(F)F.[F:25][C:26]1([F:44])[CH2:31][NH:30][CH2:29][C:28]2([CH2:36][CH2:35][N:34]([C:37]([O:39][C:40]([CH3:43])([CH3:42])[CH3:41])=[O:38])[CH2:33][CH2:32]2)[O:27]1.[CH:45]([C:48]1[S:49][CH:50]=[C:51]([C:53](O)=[O:54])[N:52]=1)([CH3:47])[CH3:46].C(N(CC)CC)C, predict the reaction product. The product is: [F:44][C:26]1([F:25])[CH2:31][N:30]([C:53]([C:51]2[N:52]=[C:48]([CH:45]([CH3:47])[CH3:46])[S:49][CH:50]=2)=[O:54])[CH2:29][C:28]2([CH2:32][CH2:33][N:34]([C:37]([O:39][C:40]([CH3:41])([CH3:43])[CH3:42])=[O:38])[CH2:35][CH2:36]2)[O:27]1. (4) Given the reactants [Cl:1][C:2]1[CH:3]=[C:4]([C:8]2[N:9]=[C:10]([NH:16][C:17]3[CH:22]=[C:21]([CH:23]=[O:24])[CH:20]=[CH:19][C:18]=3[N+:25]([O-])=O)[S:11][C:12]=2[C:13]([NH2:15])=[O:14])[CH:5]=[CH:6][CH:7]=1.[Cl-].[NH4+].O1CCC[CH2:31]1.C(OCC)(OCC)OCC, predict the reaction product. The product is: [Cl:1][C:2]1[CH:3]=[C:4]([C:8]2[N:9]=[C:10]([N:16]3[C:17]4[CH:22]=[C:21]([CH:23]=[O:24])[CH:20]=[CH:19][C:18]=4[N:25]=[CH:31]3)[S:11][C:12]=2[C:13]([NH2:15])=[O:14])[CH:5]=[CH:6][CH:7]=1. (5) Given the reactants C(O[BH-](OC(=O)C)OC(=O)C)(=O)C.[Na+].[Cl:15][C:16]1[CH:21]=[CH:20][C:19]([NH:22][C:23](=[O:46])[CH2:24][C:25]2[CH:30]=[CH:29][C:28]([O:31][C:32]3[C:41]4[C:36](=[CH:37][C:38]([O:44][CH3:45])=[C:39]([O:42][CH3:43])[CH:40]=4)[N:35]=[CH:34][N:33]=3)=[CH:27][CH:26]=2)=[CH:18][C:17]=1[CH:47]=O.[CH:49]([NH2:52])([CH3:51])[CH3:50].C(OC)(OC)OC, predict the reaction product. The product is: [Cl:15][C:16]1[CH:21]=[CH:20][C:19]([NH:22][C:23](=[O:46])[CH2:24][C:25]2[CH:30]=[CH:29][C:28]([O:31][C:32]3[C:41]4[C:36](=[CH:37][C:38]([O:44][CH3:45])=[C:39]([O:42][CH3:43])[CH:40]=4)[N:35]=[CH:34][N:33]=3)=[CH:27][CH:26]=2)=[CH:18][C:17]=1[CH2:47][NH:52][CH:49]([CH3:51])[CH3:50].